This data is from Full USPTO retrosynthesis dataset with 1.9M reactions from patents (1976-2016). The task is: Predict the reactants needed to synthesize the given product. (1) The reactants are: [CH3:1][N:2]1[C:7](SC)=[N:6][C:5]([C:10]2[CH:15]=[CH:14][N:13]=[CH:12][CH:11]=2)=[N:4][C:3]1=[O:16].Cl.[NH2:18][CH2:19][C:20]([C:22]1[CH:27]=[CH:26][CH:25]=[CH:24][CH:23]=1)=[O:21].C(=O)([O-])[O-].[K+].[K+]. Given the product [CH3:1][N:2]1[C:7]([NH:18][CH2:19][C:20](=[O:21])[C:22]2[CH:27]=[CH:26][CH:25]=[CH:24][CH:23]=2)=[N:6][C:5]([C:10]2[CH:15]=[CH:14][N:13]=[CH:12][CH:11]=2)=[N:4][C:3]1=[O:16], predict the reactants needed to synthesize it. (2) Given the product [CH2:5]([O:7][C:8](=[O:26])[C@@H:9]([O:25][CH2:1][CH2:2][CH3:3])[CH2:10][C:11]1[CH:16]=[CH:15][C:14]([O:17][CH2:18][C:19]2[CH:20]=[CH:21][CH:22]=[CH:23][CH:24]=2)=[CH:13][CH:12]=1)[CH3:6], predict the reactants needed to synthesize it. The reactants are: [CH2:1](I)[CH2:2][CH3:3].[CH2:5]([O:7][C:8](=[O:26])[C@@H:9]([OH:25])[CH2:10][C:11]1[CH:16]=[CH:15][C:14]([O:17][CH2:18][C:19]2[CH:24]=[CH:23][CH:22]=[CH:21][CH:20]=2)=[CH:13][CH:12]=1)[CH3:6].C(OCC)(=O)C.O. (3) Given the product [Cl:21][C:15]1[CH:14]=[C:13]([C:10]2[CH:11]=[CH:12][C:7]([C:31]3[CH:30]=[CH:29][C:28]([O:27][CH3:26])=[CH:33][C:32]=3/[CH:34]=[CH:35]/[C:36]([O:38][CH2:39][CH3:40])=[O:37])=[CH:8][C:9]=2[CH:22]=[O:23])[CH:18]=[CH:17][C:16]=1[O:19][CH3:20], predict the reactants needed to synthesize it. The reactants are: FC(F)(F)S(O[C:7]1[CH:12]=[CH:11][C:10]([C:13]2[CH:18]=[CH:17][C:16]([O:19][CH3:20])=[C:15]([Cl:21])[CH:14]=2)=[C:9]([CH:22]=[O:23])[CH:8]=1)(=O)=O.[CH3:26][O:27][C:28]1[CH:29]=[CH:30][C:31](B2OC(C)(C)C(C)(C)O2)=[C:32](/[CH:34]=[CH:35]/[C:36]([O:38][CH2:39][CH3:40])=[O:37])[CH:33]=1.C([O-])([O-])=O.[Na+].[Na+]. (4) Given the product [CH:1]1([CH:4]([C:11]2[CH:16]=[CH:15][CH:14]=[C:13]([CH2:17][O:18][C:19]3[CH:24]=[CH:23][C:22]([C:25]4[CH:30]=[C:29]([O:31][CH3:32])[CH:28]=[CH:27][C:26]=4[F:33])=[C:21]([CH2:34][C:35]([CH3:38])([CH3:37])[CH3:36])[N:20]=3)[CH:12]=2)[CH2:5][C:6]([OH:8])=[O:7])[CH2:2][CH2:3]1, predict the reactants needed to synthesize it. The reactants are: [CH:1]1([CH:4]([C:11]2[CH:16]=[CH:15][CH:14]=[C:13]([CH2:17][O:18][C:19]3[CH:24]=[CH:23][C:22]([C:25]4[CH:30]=[C:29]([O:31][CH3:32])[CH:28]=[CH:27][C:26]=4[F:33])=[C:21]([CH2:34][C:35]([CH3:38])([CH3:37])[CH3:36])[N:20]=3)[CH:12]=2)[CH2:5][C:6]([O:8]CC)=[O:7])[CH2:3][CH2:2]1.[OH-].[Na+].